Predict the product of the given reaction. From a dataset of Forward reaction prediction with 1.9M reactions from USPTO patents (1976-2016). (1) Given the reactants [C:1]1([C:34]2[CH:39]=[CH:38][CH:37]=[CH:36][CH:35]=2)[CH:6]=[CH:5][CH:4]=[CH:3][C:2]=1[N:7]([C:15]1[C:20]2[O:21][C:22]3[C:27]([CH:28]4[CH2:33][CH2:32][CH2:31][CH2:30][CH2:29]4)=[CH:26][CH:25]=[CH:24][C:23]=3[C:19]=2[CH:18]=[CH:17][CH:16]=1)[C:8]1[CH:13]=[CH:12][C:11]([OH:14])=[CH:10][CH:9]=1.N1C=CC=CC=1.[F:46][C:47]([F:60])([F:59])[S:48](O[S:48]([C:47]([F:60])([F:59])[F:46])(=[O:50])=[O:49])(=[O:50])=[O:49], predict the reaction product. The product is: [F:46][C:47]([F:60])([F:59])[S:48]([O:14][C:11]1[CH:12]=[CH:13][C:8]([N:7]([C:2]2[CH:3]=[CH:4][CH:5]=[CH:6][C:1]=2[C:34]2[CH:35]=[CH:36][CH:37]=[CH:38][CH:39]=2)[C:15]2[C:20]3[O:21][C:22]4[C:27]([CH:28]5[CH2:29][CH2:30][CH2:31][CH2:32][CH2:33]5)=[CH:26][CH:25]=[CH:24][C:23]=4[C:19]=3[CH:18]=[CH:17][CH:16]=2)=[CH:9][CH:10]=1)(=[O:50])=[O:49]. (2) Given the reactants [NH2:1][C:2]1[C:21]([C:22](ON2C3C=CC=CC=3N=N2)=[O:23])=[C:5]2[N:6]=[C:7]3[CH2:13][CH2:12][N:11]([C:14]([O:16][C:17]([CH3:20])([CH3:19])[CH3:18])=[O:15])[CH2:10][C:8]3=[CH:9][N:4]2[N:3]=1.[CH:34]1([C:37]2[C:38]([CH3:43])=[N:39][S:40][C:41]=2[NH2:42])[CH2:36][CH2:35]1, predict the reaction product. The product is: [NH2:1][C:2]1[C:21]([C:22](=[O:23])[NH:42][C:41]2[S:40][N:39]=[C:38]([CH3:43])[C:37]=2[CH:34]2[CH2:36][CH2:35]2)=[C:5]2[N:6]=[C:7]3[CH2:13][CH2:12][N:11]([C:14]([O:16][C:17]([CH3:19])([CH3:18])[CH3:20])=[O:15])[CH2:10][C:8]3=[CH:9][N:4]2[N:3]=1. (3) The product is: [CH3:1][C:2]1[CH:3]=[C:4]([CH:8]=[C:9]([CH3:11])[CH:10]=1)[C:5]#[N:7]. Given the reactants [CH3:1][C:2]1[CH:3]=[C:4]([CH:8]=[C:9]([CH3:11])[CH:10]=1)[C:5]([NH2:7])=O.S(Cl)(Cl)=O.CN(C=O)C.[OH-].[Na+], predict the reaction product. (4) Given the reactants [CH2:1]([C:3]1[NH:13][C:6]2=[N:7][C:8]([CH3:12])=[CH:9][C:10]([CH3:11])=[C:5]2[N:4]=1)[CH3:2].[H-].[Na+].Br[CH2:17][C:18]1[CH:23]=[CH:22][C:21]([O:24][CH3:25])=[CH:20][CH:19]=1, predict the reaction product. The product is: [CH2:1]([C:3]1[N:13]([CH2:17][C:18]2[CH:23]=[CH:22][C:21]([O:24][CH3:25])=[CH:20][CH:19]=2)[C:6]2=[N:7][C:8]([CH3:12])=[CH:9][C:10]([CH3:11])=[C:5]2[N:4]=1)[CH3:2]. (5) Given the reactants [F:1][CH2:2][CH2:3][CH2:4][CH2:5][CH2:6][CH2:7][CH2:8][CH2:9][C:10]([O:12]C)=[O:11].[OH-].[Li+].Cl, predict the reaction product. The product is: [F:1][CH2:2][CH2:3][CH2:4][CH2:5][CH2:6][CH2:7][CH2:8][CH2:9][C:10]([OH:12])=[O:11]. (6) Given the reactants SCCO.[CH3:5][N:6]([C@@H:19]1[C@@H:26]2[C@@H:22]([CH2:23][N:24]([S:27]([C:30]3[CH:35]=[CH:34][C:33]([C:36]([F:39])([F:38])[F:37])=[CH:32][CH:31]=3)(=[O:29])=[O:28])[CH2:25]2)[CH2:21][CH2:20]1)S(C1C=CC=CC=1[N+]([O-])=O)(=O)=O.N12CCCN=C1CCCCC2.C([O-])(O)=O.[Na+], predict the reaction product. The product is: [CH3:5][NH:6][C@@H:19]1[C@@H:26]2[C@@H:22]([CH2:23][N:24]([S:27]([C:30]3[CH:35]=[CH:34][C:33]([C:36]([F:39])([F:37])[F:38])=[CH:32][CH:31]=3)(=[O:29])=[O:28])[CH2:25]2)[CH2:21][CH2:20]1. (7) Given the reactants [F:1][C:2]([F:7])([F:6])[C:3]([OH:5])=[O:4].[C:8]([NH:11][C:12](=[CH:17][C:18]1[CH:23]=[CH:22][C:21]([C:24]#[N:25])=[CH:20][C:19]=1[O:26][CH2:27][C@H:28]([NH:41][C:42](=[O:56])[C:43]1[CH:48]=[CH:47][CH:46]=[C:45]([C:49]2[CH:54]=[CH:53][C:52]([NH2:55])=[CH:51][CH:50]=2)[CH:44]=1)[CH2:29][CH2:30][C:31]([O:33][CH2:34][C:35]1[CH:40]=[CH:39][CH:38]=[CH:37][CH:36]=1)=[O:32])[C:13]([O:15][CH3:16])=[O:14])(=[O:10])[CH3:9].Cl.Cl[C:59]([NH2:61])=[NH:60].CS(C)(=O)=O, predict the reaction product. The product is: [F:1][C:2]([F:7])([F:6])[C:3]([OH:5])=[O:4].[C:8]([NH:11][C:12](=[CH:17][C:18]1[CH:23]=[CH:22][C:21]([C:24]#[N:25])=[CH:20][C:19]=1[O:26][CH2:27][C@H:28]([NH:41][C:42](=[O:56])[C:43]1[CH:48]=[CH:47][CH:46]=[C:45]([C:49]2[CH:54]=[CH:53][C:52]([NH:55][C:59]([NH2:61])=[NH:60])=[CH:51][CH:50]=2)[CH:44]=1)[CH2:29][CH2:30][C:31]([O:33][CH2:34][C:35]1[CH:40]=[CH:39][CH:38]=[CH:37][CH:36]=1)=[O:32])[C:13]([O:15][CH3:16])=[O:14])(=[O:10])[CH3:9]. (8) The product is: [CH2:15]([NH:14][C:6]1[CH:5]=[CH:4][C:3]2[C:2]([CH3:22])([CH3:1])[CH2:11][CH2:10][C:9]([CH3:12])([CH3:13])[C:8]=2[CH:7]=1)[CH2:16][CH2:17][CH2:18][CH2:19][CH3:20]. Given the reactants [CH3:1][C:2]1([CH3:22])[CH2:11][CH2:10][C:9]([CH3:13])([CH3:12])[C:8]2[CH:7]=[C:6]([NH:14][C:15](=O)[CH2:16][CH2:17][CH2:18][CH2:19][CH3:20])[CH:5]=[CH:4][C:3]1=2.[H-].[Al+3].[Li+].[H-].[H-].[H-].[OH-].[Na+].[O-]S([O-])(=O)=O.[Mg+2], predict the reaction product. (9) Given the reactants [O:1]=[C:2]1[C:11]2[C:6](=[CH:7][CH:8]=[CH:9][CH:10]=2)[N:5]=[C:4]([CH2:12][CH2:13][CH2:14][C:15]([OH:17])=O)[NH:3]1.[NH2:18][C@H:19]1[CH2:24][CH2:23][C@H:22]([O:25][C:26]2[CH:33]=[CH:32][CH:31]=[CH:30][C:27]=2[C:28]#[N:29])[CH2:21][CH2:20]1, predict the reaction product. The product is: [C:28]([C:27]1[CH:30]=[CH:31][CH:32]=[CH:33][C:26]=1[O:25][C@H:22]1[CH2:21][CH2:20][C@H:19]([NH:18][C:15](=[O:17])[CH2:14][CH2:13][CH2:12][C:4]2[NH:3][C:2](=[O:1])[C:11]3[C:6](=[CH:7][CH:8]=[CH:9][CH:10]=3)[N:5]=2)[CH2:24][CH2:23]1)#[N:29].